From a dataset of NCI-60 drug combinations with 297,098 pairs across 59 cell lines. Regression. Given two drug SMILES strings and cell line genomic features, predict the synergy score measuring deviation from expected non-interaction effect. (1) Drug 1: CS(=O)(=O)C1=CC(=C(C=C1)C(=O)NC2=CC(=C(C=C2)Cl)C3=CC=CC=N3)Cl. Drug 2: COC1=C2C(=CC3=C1OC=C3)C=CC(=O)O2. Cell line: K-562. Synergy scores: CSS=13.0, Synergy_ZIP=-2.16, Synergy_Bliss=-1.60, Synergy_Loewe=-2.00, Synergy_HSA=-2.72. (2) Drug 1: CC1OCC2C(O1)C(C(C(O2)OC3C4COC(=O)C4C(C5=CC6=C(C=C35)OCO6)C7=CC(=C(C(=C7)OC)O)OC)O)O. Drug 2: CC1CCCC2(C(O2)CC(NC(=O)CC(C(C(=O)C(C1O)C)(C)C)O)C(=CC3=CSC(=N3)C)C)C. Cell line: OVCAR3. Synergy scores: CSS=28.9, Synergy_ZIP=-6.58, Synergy_Bliss=0.432, Synergy_Loewe=0.657, Synergy_HSA=0.668. (3) Drug 1: C1C(C(OC1N2C=C(C(=O)NC2=O)F)CO)O. Drug 2: COCCOC1=C(C=C2C(=C1)C(=NC=N2)NC3=CC=CC(=C3)C#C)OCCOC.Cl. Cell line: NCI-H322M. Synergy scores: CSS=25.0, Synergy_ZIP=-0.527, Synergy_Bliss=1.87, Synergy_Loewe=-49.2, Synergy_HSA=-0.801. (4) Drug 1: C1=NC2=C(N=C(N=C2N1C3C(C(C(O3)CO)O)F)Cl)N. Drug 2: CC1=C(N=C(N=C1N)C(CC(=O)N)NCC(C(=O)N)N)C(=O)NC(C(C2=CN=CN2)OC3C(C(C(C(O3)CO)O)O)OC4C(C(C(C(O4)CO)O)OC(=O)N)O)C(=O)NC(C)C(C(C)C(=O)NC(C(C)O)C(=O)NCCC5=NC(=CS5)C6=NC(=CS6)C(=O)NCCC[S+](C)C)O. Cell line: MOLT-4. Synergy scores: CSS=79.3, Synergy_ZIP=-4.35, Synergy_Bliss=-4.10, Synergy_Loewe=-9.68, Synergy_HSA=-2.22.